This data is from Peptide-MHC class I binding affinity with 185,985 pairs from IEDB/IMGT. The task is: Regression. Given a peptide amino acid sequence and an MHC pseudo amino acid sequence, predict their binding affinity value. This is MHC class I binding data. The peptide sequence is DDILIASDRT. The MHC is Mamu-A11 with pseudo-sequence Mamu-A11. The binding affinity (normalized) is 0.